Dataset: Experimentally validated miRNA-target interactions with 360,000+ pairs, plus equal number of negative samples. Task: Binary Classification. Given a miRNA mature sequence and a target amino acid sequence, predict their likelihood of interaction. (1) The miRNA is mmu-miR-7b-5p with sequence UGGAAGACUUGUGAUUUUGUUGUU. The protein sequence of the target gene is MTPEFDEEVVFENSPLYQYLQDLGHTDFEICSSSSPKPEKCLTTEGPQPPPTRVLQRQGILLKLTETIKSWTFSSQHSKKDDLLHKLDTGFRLDSLHTILQQEVLLQEDVELLELLDASILSAGQPQQESGHLPTLCSLATPNTWDVSLLFAFISLLIMFPTCWIVSSWLVWGIILFLYLIIRVLKLWRTAKLQMTLKKYRVRLEDMAANSRAFTNLVRKSLRLIQETEVISRGFTLVSAACSFNKAAQHPGQHLIGLRKAVYRTVRANFQAARLATLYMLKNYPLNSESDNVTNYICVV.... Result: 1 (interaction). (2) The miRNA is mmu-miR-425-5p with sequence AAUGACACGAUCACUCCCGUUGA. The protein sequence of the target gene is MARPRPREYKAGDLVFAKMKGYPHWPARIDELPEGAVKPPANKYPIFFFGTHETAFLGPKDLFPYKEYKDKFGKSNKRKGFNEGLWEIENNPGVKFTGYQTIQQQSSSETEGEGGNTADASSEEEGDRVEDGKGKRKNEKGGSKRKKSYTSKKSSKQSRKSPGDEDDKDCKEEENKSSSEGGDAGNDTRNTTADLQKAGEGT. Result: 1 (interaction). (3) The miRNA is hsa-miR-26b-5p with sequence UUCAAGUAAUUCAGGAUAGGU. The protein sequence of the target gene is MVKIAFNTPTAVQKEEARQDVEALLSRTVRTQILTGKELRVATQEKEGSSGRCMLTLLGLSFILAGLIVGGACIYKYFMPKSTIYRGEMCFFDSEDPANSLRGGEPNFLPVTEEADIREDDNIAIIDVPVPSFSDSDPAAIIHDFEKGMTAYLDLLLGNCYLMPLNTSIVMPPKNLVELFGKLASGRYLPQTYVVREDLVAVEEIRDVSNLGIFIYQLCNNRKSFRLRRRDLLLGFNKRAIDKCWKIRHFPNEFIVETKICQE. Result: 1 (interaction).